This data is from Peptide-MHC class II binding affinity with 134,281 pairs from IEDB. The task is: Regression. Given a peptide amino acid sequence and an MHC pseudo amino acid sequence, predict their binding affinity value. This is MHC class II binding data. (1) The peptide sequence is GGRLAFQEFMIVPCE. The MHC is DRB1_0101 with pseudo-sequence DRB1_0101. The binding affinity (normalized) is 0.494. (2) The peptide sequence is TSLVRLVYILSKQNQQH. The MHC is DRB1_0401 with pseudo-sequence DRB1_0401. The binding affinity (normalized) is 0.448. (3) The peptide sequence is LIAIHTLAIRYANRT. The MHC is DRB1_1101 with pseudo-sequence DRB1_1101. The binding affinity (normalized) is 0.849. (4) The peptide sequence is AAATAGITVYGAFAA. The MHC is HLA-DQA10501-DQB10301 with pseudo-sequence HLA-DQA10501-DQB10301. The binding affinity (normalized) is 0.633. (5) The peptide sequence is WNTDIKTLKFDALSG. The MHC is HLA-DQA10103-DQB10603 with pseudo-sequence HLA-DQA10103-DQB10603. The binding affinity (normalized) is 0.358. (6) The peptide sequence is MINDTHFLLRGPFEA. The MHC is DRB1_0101 with pseudo-sequence DRB1_0101. The binding affinity (normalized) is 0.490. (7) The peptide sequence is LVGPTPVNIIGRNMLTQIGC. The MHC is HLA-DPA10201-DPB10101 with pseudo-sequence HLA-DPA10201-DPB10101. The binding affinity (normalized) is 0.278. (8) The binding affinity (normalized) is 0.103. The MHC is DRB1_0701 with pseudo-sequence DRB1_0701. The peptide sequence is PELGMNASHCNEMSW. (9) The peptide sequence is PRSPTVFYNIPPMPLPPSQL. The MHC is DRB1_0701 with pseudo-sequence DRB1_0701. The binding affinity (normalized) is 0.805. (10) The peptide sequence is GKLIHEWCCRSCTLP. The MHC is DRB1_0101 with pseudo-sequence DRB1_0101. The binding affinity (normalized) is 0.273.